This data is from Forward reaction prediction with 1.9M reactions from USPTO patents (1976-2016). The task is: Predict the product of the given reaction. (1) The product is: [F:1][C:2]1[CH:7]=[C:6]([F:8])[C:5]([F:9])=[CH:4][C:3]=1[CH2:10][C@H:11]1[CH2:12][O:14]1. Given the reactants [F:1][C:2]1[CH:7]=[C:6]([F:8])[C:5]([F:9])=[CH:4][C:3]=1[CH2:10][C@H:11]([OH:14])[CH2:12]Cl.[OH-].[Na+], predict the reaction product. (2) Given the reactants [CH2:1]([OH:8])[C:2]1[CH:7]=[CH:6][CH:5]=[CH:4][CH:3]=1.[OH-].[K+].[CH2:11]1O[CH:12]1[CH3:13].S(=O)(=O)(O)O, predict the reaction product. The product is: [CH2:1]([O:8][CH2:13][C:12]1[CH:11]=[CH:4][CH:3]=[CH:2][CH:1]=1)[C:2]1[CH:7]=[CH:6][CH:5]=[CH:4][CH:3]=1.